Dataset: Forward reaction prediction with 1.9M reactions from USPTO patents (1976-2016). Task: Predict the product of the given reaction. (1) The product is: [CH3:25][N:26]1[C:16]([CH3:18])=[CH:17][C:6]([C:7]([F:8])([F:9])[F:10])=[N:27]1. Given the reactants [F:8][C:7]([F:10])([F:9])[C:6](O[C:6](=O)[C:7]([F:10])([F:9])[F:8])=O.CO[C:16]([CH3:18])=[CH2:17].N1C=CC=CC=1.[CH3:25][NH:26][NH2:27], predict the reaction product. (2) The product is: [Br:23][C:24]1[CH:39]=[N:38][C:27]2[NH:28][C:29]([C:34]3[C:35](=[O:36])[N:12]([CH2:13][C:14]4[CH:15]=[CH:16][C:17]([F:20])=[CH:18][CH:19]=4)[C@@H:11]4[C@H:6]([C:4]=3[OH:3])[C@@H:7]3[CH2:21][C@H:10]4[CH2:9][CH2:8]3)=[N:30][S:31](=[O:33])(=[O:32])[C:26]=2[CH:25]=1. Given the reactants C([O:3][C:4]([C@H:6]1[C@@H:11]([NH:12][CH2:13][C:14]2[CH:19]=[CH:18][C:17]([F:20])=[CH:16][CH:15]=2)[C@H:10]2[CH2:21][C@@H:7]1[CH2:8][CH2:9]2)=O)C.[Na].[Br:23][C:24]1[CH:39]=[N:38][C:27]2[NH:28][C:29]([CH2:34][C:35]([O-])=[O:36])=[N:30][S:31](=[O:33])(=[O:32])[C:26]=2[CH:25]=1.F[P-](F)(F)(F)(F)F.N1(OC(N(C)C)=[N+](C)C)C2N=CC=CC=2N=N1.C(N(CC)CC)C, predict the reaction product. (3) The product is: [CH2:29]([N:36]1[CH2:41][CH2:40][O:39][CH:38]([CH2:42][N:8]2[C:9]3[C:5](=[CH:4][CH:3]=[C:2]([Cl:1])[CH:10]=3)[C:6]([C:11]([N:13]3[CH2:18][CH2:17][C:16]4([C:22]5[CH:23]=[CH:24][C:25]([F:27])=[CH:26][C:21]=5[C:20](=[O:28])[O:19]4)[CH2:15][CH2:14]3)=[O:12])=[CH:7]2)[CH2:37]1)[C:30]1[CH:31]=[CH:32][CH:33]=[CH:34][CH:35]=1. Given the reactants [Cl:1][C:2]1[CH:10]=[C:9]2[C:5]([C:6]([C:11]([N:13]3[CH2:18][CH2:17][C:16]4([C:22]5[CH:23]=[CH:24][C:25]([F:27])=[CH:26][C:21]=5[C:20](=[O:28])[O:19]4)[CH2:15][CH2:14]3)=[O:12])=[CH:7][NH:8]2)=[CH:4][CH:3]=1.[CH2:29]([N:36]1[CH2:41][CH2:40][O:39][CH:38]([CH2:42]Cl)[CH2:37]1)[C:30]1[CH:35]=[CH:34][CH:33]=[CH:32][CH:31]=1, predict the reaction product. (4) Given the reactants [Cl:1][C:2]1[CH:7]=[CH:6][C:5]([C:8]2([C:11]3[C:20]4[C:15](=[CH:16][CH:17]=[C:18]([O:21][CH2:22][CH2:23][NH:24][S:25]([C:28]5[CH:29]=N[N:31]([CH3:33])[CH:32]=5)(=[O:27])=[O:26])[CH:19]=4)[CH2:14][CH2:13][N:12]=3)[CH2:10][CH2:9]2)=[CH:4][CH:3]=1.[BH4-].[Na+].[CH3:36]O, predict the reaction product. The product is: [Cl:1][C:2]1[CH:3]=[CH:4][C:5]([C:8]2([CH:11]3[C:20]4[C:15](=[CH:16][CH:17]=[C:18]([O:21][CH2:22][CH2:23][NH:24][S:25]([C:28]5[CH:32]=[N:31][CH:33]=[CH:36][CH:29]=5)(=[O:27])=[O:26])[CH:19]=4)[CH2:14][CH2:13][NH:12]3)[CH2:10][CH2:9]2)=[CH:6][CH:7]=1. (5) Given the reactants I[C:2]1[C:10]2[C:9](=[O:11])[N:8]([CH2:12][O:13][CH2:14][CH2:15][Si:16]([CH3:19])([CH3:18])[CH3:17])[N:7]=[CH:6][C:5]=2[N:4]([CH2:20][O:21][CH2:22][CH2:23][Si:24]([CH3:27])([CH3:26])[CH3:25])[CH:3]=1.C1(P([C:41]2[CH:46]=CC=CC=2)C2C=CC=CC=2)C=CC=CC=1.C(N(CC)CC)C, predict the reaction product. The product is: [CH3:25][Si:24]([CH3:27])([CH3:26])[CH2:23][CH2:22][O:21][CH2:20][N:4]1[C:5]2[CH:6]=[N:7][N:8]([CH2:12][O:13][CH2:14][CH2:15][Si:16]([CH3:19])([CH3:18])[CH3:17])[C:9](=[O:11])[C:10]=2[C:2]([C:41]#[C:46][Si:16]([CH3:18])([CH3:17])[CH3:15])=[CH:3]1. (6) Given the reactants Cl.[NH2:2][CH2:3][C@@H:4]([C:6]1[C:14]2[S:13][C:12](=[O:15])[NH:11][C:10]=2[C:9]([O:16][CH2:17][C:18]2[CH:23]=[CH:22][CH:21]=[CH:20][CH:19]=2)=[CH:8][CH:7]=1)[OH:5].O=[CH:25][CH2:26][N:27]([CH2:41][CH2:42][C:43]1[CH:48]=[CH:47][CH:46]=[CH:45][CH:44]=1)[C:28](=[O:40])[CH2:29][CH2:30][O:31][CH2:32][CH2:33][C:34]1[CH:39]=[CH:38][CH:37]=[CH:36][CH:35]=1.C([BH3-])#N.[Na+], predict the reaction product. The product is: [CH2:17]([O:16][C:9]1[C:10]2[NH:11][C:12](=[O:15])[S:13][C:14]=2[C:6]([C@@H:4]([OH:5])[CH2:3][NH:2][CH2:25][CH2:26][N:27]([CH2:41][CH2:42][C:43]2[CH:44]=[CH:45][CH:46]=[CH:47][CH:48]=2)[C:28](=[O:40])[CH2:29][CH2:30][O:31][CH2:32][CH2:33][C:34]2[CH:35]=[CH:36][CH:37]=[CH:38][CH:39]=2)=[CH:7][CH:8]=1)[C:18]1[CH:19]=[CH:20][CH:21]=[CH:22][CH:23]=1. (7) Given the reactants O=[C:2]1[CH2:6][CH2:5][C@@H:4]([C:7]2[CH:30]=[CH:29][C:10]([O:11][CH2:12][C:13]([NH:15][CH:16]3[CH2:21][CH2:20][N:19](C(OC(C)(C)C)=O)[CH2:18][CH2:17]3)=[O:14])=[CH:9][CH:8]=2)[CH2:3]1.Cl[C:32]1[CH:33]=[C:34]([C@H:38]([NH2:40])[CH3:39])[CH:35]=[CH:36][CH:37]=1.Cl, predict the reaction product. The product is: [C:34]1([C@H:38]([NH:40][C@H:2]2[CH2:6][CH2:5][C@@H:4]([C:7]3[CH:30]=[CH:29][C:10]([O:11][CH2:12][C:13]([NH:15][CH:16]4[CH2:21][CH2:20][NH:19][CH2:18][CH2:17]4)=[O:14])=[CH:9][CH:8]=3)[CH2:3]2)[CH3:39])[C:33]2[C:32](=[CH:6][CH:2]=[CH:3][CH:4]=2)[CH:37]=[CH:36][CH:35]=1.